Dataset: HIV replication inhibition screening data with 41,000+ compounds from the AIDS Antiviral Screen. Task: Binary Classification. Given a drug SMILES string, predict its activity (active/inactive) in a high-throughput screening assay against a specified biological target. (1) The drug is OCC1OC2c3ccccc3COC2C1OCc1ccccc1. The result is 0 (inactive). (2) The compound is Cc1cn(C2CCC(COP(=O)(OCC(=O)c3ccccc3)OCC(=O)c3ccccc3)O2)c(=O)[nH]c1=O. The result is 1 (active). (3) The molecule is CCOP(=O)(OCC)OC(C#N)c1ccc(-c2ccccc2)cc1. The result is 0 (inactive). (4) The molecule is O=C(C=Cc1cccnc1)c1ccccc1. The result is 0 (inactive).